Dataset: Catalyst prediction with 721,799 reactions and 888 catalyst types from USPTO. Task: Predict which catalyst facilitates the given reaction. (1) Reactant: [CH:1]1[C:13]2[CH:12]([CH2:14][O:15][C:16]([NH:18][C@H:19]([C:24]([O:26][C:27]([CH3:30])([CH3:29])[CH3:28])=[O:25])CC(O)=O)=[O:17])[C:11]3[C:6](=[CH:7][CH:8]=[CH:9][CH:10]=3)[C:5]=2[CH:4]=[CH:3][CH:2]=1.F[P-](F)(F)(F)(F)F.N1(O[P+]([N:49]2[CH2:53][CH2:52][CH2:51][CH2:50]2)([N:49]2[CH2:53][CH2:52][CH2:51][CH2:50]2)[N:49]2[CH2:53][CH2:52][CH2:51][CH2:50]2)C2C=CC=CC=2N=N1.CN.[OH2:66]. Product: [CH:1]1[C:13]2[CH:12]([CH2:14][O:15][C:16]([NH:18][C@@H:19]([CH2:52][CH2:51][C:50]([NH:49][CH3:53])=[O:66])[C:24]([O:26][C:27]([CH3:30])([CH3:29])[CH3:28])=[O:25])=[O:17])[C:11]3[C:6](=[CH:7][CH:8]=[CH:9][CH:10]=3)[C:5]=2[CH:4]=[CH:3][CH:2]=1. The catalyst class is: 348. (2) Reactant: [N-:1]([C:4]#[N:5])[C:2]#[N:3].[Na+].[CH2:7]([NH2:13])[CH2:8][CH2:9][CH2:10][CH2:11][CH3:12].Cl. Product: [CH2:7]([NH:13][C:4]([NH:1][C:2]#[N:3])=[NH:5])[CH2:8][CH2:9][CH2:10][CH2:11][CH3:12]. The catalyst class is: 51.